From a dataset of Reaction yield outcomes from USPTO patents with 853,638 reactions. Predict the reaction yield, written as a fraction of the theoretical maximum amount of product (1.0 means a 100% yield; for example, 0.34 means a 34% yield). (1) The reactants are [Cl-].C(C[P+](C)(C)C)#N.C[Si]([N-][Si](C)(C)C)(C)C.[K+].[C:19]1([C:25](O)([CH3:27])[CH3:26])[CH:24]=[CH:23][CH:22]=[CH:21][CH:20]=1.[F:29][C:30]1([F:58])[CH2:35][CH2:34][N:33]([C:36]([C:38]2[NH:39][C:40]3[C:45]([CH:46]=2)=[CH:44][C:43]([C:47]([N:49]2[CH2:54][CH2:53][N:52]([CH:55]([CH3:57])[CH3:56])[CH2:51][CH2:50]2)=[O:48])=[CH:42][CH:41]=3)=[O:37])[CH2:32][CH2:31]1. No catalyst specified. The product is [F:58][C:30]1([F:29])[CH2:35][CH2:34][N:33]([C:36]([C:38]2[N:39]([C:25]([CH3:27])([C:19]3[CH:24]=[CH:23][CH:22]=[CH:21][CH:20]=3)[CH3:26])[C:40]3[C:45]([CH:46]=2)=[CH:44][C:43]([C:47]([N:49]2[CH2:50][CH2:51][N:52]([CH:55]([CH3:56])[CH3:57])[CH2:53][CH2:54]2)=[O:48])=[CH:42][CH:41]=3)=[O:37])[CH2:32][CH2:31]1. The yield is 0.0900. (2) The reactants are [CH3:1][C:2]([NH:14][C:15]1[C:16](=[O:39])[N:17]([C:31]2[CH:38]=[CH:37][C:34]([C:35]#[N:36])=[CH:33][CH:32]=2)[C@@H:18]([C:20]2[CH:25]=[CH:24][CH:23]=[C:22]([O:26][C:27]([F:30])([F:29])[F:28])[CH:21]=2)[CH:19]=1)([C:4]1[CH:9]=[CH:8][CH:7]=[C:6]([C:10]([F:13])([F:12])[F:11])[N:5]=1)[CH3:3].C([BH3-])#N.[Na+]. The yield is 0.710. The product is [CH3:3][C:2]([NH:14][C@@H:15]1[CH2:19][C@H:18]([C:20]2[CH:25]=[CH:24][CH:23]=[C:22]([O:26][C:27]([F:30])([F:28])[F:29])[CH:21]=2)[N:17]([C:31]2[CH:38]=[CH:37][C:34]([C:35]#[N:36])=[CH:33][CH:32]=2)[C:16]1=[O:39])([C:4]1[CH:9]=[CH:8][CH:7]=[C:6]([C:10]([F:13])([F:11])[F:12])[N:5]=1)[CH3:1]. The catalyst is C(O)(=O)C. (3) The reactants are O(S(C(F)(F)F)(=O)=O)S(C(F)(F)F)(=O)=O.C([N:19]([C:21]([C@@H:23]1[CH2:29][CH2:28][C@@H:27]2[CH2:30][N:24]1[C:25](=[O:39])[N:26]2[O:31][CH2:32][C:33]1[CH:38]=[CH:37][CH:36]=[CH:35][CH:34]=1)=[O:22])[NH2:20])(=O)C.N1C=CC=[CH:42][CH:41]=1. The yield is 0.630. The catalyst is C(Cl)Cl. The product is [CH2:32]([O:31][N:26]1[C:25](=[O:39])[N:24]2[CH2:30][C@H:27]1[CH2:28][CH2:29][C@H:23]2[C:21]1[O:22][C:41]([CH3:42])=[N:20][N:19]=1)[C:33]1[CH:34]=[CH:35][CH:36]=[CH:37][CH:38]=1. (4) The reactants are [CH3:1][CH:2]1[CH2:7][C:6]([C:8]2[CH:13]=[CH:12][N:11]=[CH:10][C:9]=2[N+:14]([O-:16])=[O:15])=[CH:5][CH:4]=[CH:3]1.C1C=C(Cl)C=C(C(OO)=[O:25])C=1.[N-:28]=[N+:29]=[N-:30].[Na+].[Cl-].[NH4+]. The catalyst is C(Cl)Cl.C(O)C.O. The product is [N:28]([CH:4]1[CH:5]=[C:6]([C:8]2[CH:13]=[CH:12][N:11]=[CH:10][C:9]=2[N+:14]([O-:16])=[O:15])[CH2:7][CH:2]([CH3:1])[CH:3]1[OH:25])=[N+:29]=[N-:30]. The yield is 0.490. (5) The reactants are [H-].[Na+].[Br:3][C:4]1[CH:5]=[C:6]2[C:10](=[CH:11][CH:12]=1)[NH:9][CH:8]=[CH:7]2.[CH3:13][Si:14]([CH3:21])([CH3:20])[CH2:15][CH2:16][O:17][CH2:18]Cl.[Cl-].[NH4+]. The catalyst is O1CCCC1.CCOCC. The product is [Br:3][C:4]1[CH:5]=[C:6]2[C:10](=[CH:11][CH:12]=1)[N:9]([CH2:18][O:17][CH2:16][CH2:15][Si:14]([CH3:21])([CH3:20])[CH3:13])[CH:8]=[CH:7]2. The yield is 0.660. (6) The reactants are [C:1]([O:5][C:6]([N:8]1[C:12]([CH3:13])=[CH:11][CH:10]=[N:9]1)=[O:7])([CH3:4])([CH3:3])[CH3:2].C1C(=O)N([Br:21])C(=O)C1.C(OOC(=O)C1C=CC=CC=1)(=O)C1C=CC=CC=1. The catalyst is C(Cl)(Cl)(Cl)Cl. The product is [C:1]([O:5][C:6]([N:8]1[C:12]([CH2:13][Br:21])=[CH:11][CH:10]=[N:9]1)=[O:7])([CH3:4])([CH3:3])[CH3:2]. The yield is 0.520.